This data is from Forward reaction prediction with 1.9M reactions from USPTO patents (1976-2016). The task is: Predict the product of the given reaction. (1) Given the reactants [NH2:1][C:2]1[C:3]([F:28])=[C:4]([CH:25]=[CH:26][CH:27]=1)[C:5]([NH:7][C:8]1[N:9]([CH3:24])[N:10]=[C:11]([C:17]([F:23])([F:22])[C:18]([F:21])([F:20])[F:19])[C:12]=1[C:13]([F:16])([F:15])[F:14])=[O:6].[C:29](O)(=O)[CH3:30].C(=O)C.C([BH3-])#N.[Na+].C(=O)([O-])O.[Na+], predict the reaction product. The product is: [CH2:29]([NH:1][C:2]1[C:3]([F:28])=[C:4]([CH:25]=[CH:26][CH:27]=1)[C:5]([NH:7][C:8]1[N:9]([CH3:24])[N:10]=[C:11]([C:17]([F:22])([F:23])[C:18]([F:19])([F:20])[F:21])[C:12]=1[C:13]([F:15])([F:16])[F:14])=[O:6])[CH3:30]. (2) Given the reactants [OH:1][C:2]1[CH:3]=[C:4]([CH:7]=[CH:8][C:9]=1[OH:10])[CH:5]=[O:6].C(=O)([O-])[O-].[K+].[K+].[CH2:17](I)[CH3:18].Cl, predict the reaction product. The product is: [CH2:17]([O:10][C:9]1[CH:8]=[CH:7][C:4]([CH:5]=[O:6])=[CH:3][C:2]=1[OH:1])[CH3:18].